Dataset: NCI-60 drug combinations with 297,098 pairs across 59 cell lines. Task: Regression. Given two drug SMILES strings and cell line genomic features, predict the synergy score measuring deviation from expected non-interaction effect. (1) Drug 1: C1=NC2=C(N1)C(=S)N=CN2. Drug 2: CCCCCOC(=O)NC1=NC(=O)N(C=C1F)C2C(C(C(O2)C)O)O. Cell line: U251. Synergy scores: CSS=10.2, Synergy_ZIP=-3.99, Synergy_Bliss=-0.622, Synergy_Loewe=-4.06, Synergy_HSA=0.286. (2) Drug 1: C1=CC(=CC=C1CCCC(=O)O)N(CCCl)CCCl. Drug 2: CC1CCC2CC(C(=CC=CC=CC(CC(C(=O)C(C(C(=CC(C(=O)CC(OC(=O)C3CCCCN3C(=O)C(=O)C1(O2)O)C(C)CC4CCC(C(C4)OC)O)C)C)O)OC)C)C)C)OC. Cell line: HL-60(TB). Synergy scores: CSS=79.8, Synergy_ZIP=-1.13, Synergy_Bliss=-0.208, Synergy_Loewe=3.16, Synergy_HSA=4.51. (3) Drug 1: CC1=C2C(C(=O)C3(C(CC4C(C3C(C(C2(C)C)(CC1OC(=O)C(C(C5=CC=CC=C5)NC(=O)OC(C)(C)C)O)O)OC(=O)C6=CC=CC=C6)(CO4)OC(=O)C)OC)C)OC. Drug 2: CCC1=CC2CC(C3=C(CN(C2)C1)C4=CC=CC=C4N3)(C5=C(C=C6C(=C5)C78CCN9C7C(C=CC9)(C(C(C8N6C)(C(=O)OC)O)OC(=O)C)CC)OC)C(=O)OC.C(C(C(=O)O)O)(C(=O)O)O. Cell line: OVCAR-8. Synergy scores: CSS=78.1, Synergy_ZIP=12.0, Synergy_Bliss=9.63, Synergy_Loewe=8.92, Synergy_HSA=13.6. (4) Drug 1: C1=CC(=CC=C1CCCC(=O)O)N(CCCl)CCCl. Drug 2: C#CCC(CC1=CN=C2C(=N1)C(=NC(=N2)N)N)C3=CC=C(C=C3)C(=O)NC(CCC(=O)O)C(=O)O. Cell line: PC-3. Synergy scores: CSS=41.4, Synergy_ZIP=-12.0, Synergy_Bliss=-12.2, Synergy_Loewe=-19.7, Synergy_HSA=-10.1. (5) Drug 1: CS(=O)(=O)CCNCC1=CC=C(O1)C2=CC3=C(C=C2)N=CN=C3NC4=CC(=C(C=C4)OCC5=CC(=CC=C5)F)Cl. Drug 2: CCC1(CC2CC(C3=C(CCN(C2)C1)C4=CC=CC=C4N3)(C5=C(C=C6C(=C5)C78CCN9C7C(C=CC9)(C(C(C8N6C)(C(=O)OC)O)OC(=O)C)CC)OC)C(=O)OC)O.OS(=O)(=O)O. Cell line: NCI-H322M. Synergy scores: CSS=15.9, Synergy_ZIP=-2.55, Synergy_Bliss=3.00, Synergy_Loewe=2.15, Synergy_HSA=2.55. (6) Drug 1: CC12CCC(CC1=CCC3C2CCC4(C3CC=C4C5=CN=CC=C5)C)O. Drug 2: CC1=CC=C(C=C1)C2=CC(=NN2C3=CC=C(C=C3)S(=O)(=O)N)C(F)(F)F. Cell line: MDA-MB-231. Synergy scores: CSS=5.18, Synergy_ZIP=-1.52, Synergy_Bliss=0.422, Synergy_Loewe=0.238, Synergy_HSA=0.0144. (7) Drug 1: CN(C)C1=NC(=NC(=N1)N(C)C)N(C)C. Drug 2: CC1=C(C(=CC=C1)Cl)NC(=O)C2=CN=C(S2)NC3=CC(=NC(=N3)C)N4CCN(CC4)CCO. Cell line: NCI-H522. Synergy scores: CSS=19.6, Synergy_ZIP=-6.70, Synergy_Bliss=3.82, Synergy_Loewe=-32.4, Synergy_HSA=0.135. (8) Cell line: SW-620. Drug 1: CN(CC1=CN=C2C(=N1)C(=NC(=N2)N)N)C3=CC=C(C=C3)C(=O)NC(CCC(=O)O)C(=O)O. Drug 2: C1CN1P(=S)(N2CC2)N3CC3. Synergy scores: CSS=30.1, Synergy_ZIP=-6.05, Synergy_Bliss=-4.71, Synergy_Loewe=-41.0, Synergy_HSA=-2.80. (9) Drug 1: CC1=C(C(CCC1)(C)C)C=CC(=CC=CC(=CC(=O)O)C)C. Drug 2: C1=CC=C(C(=C1)C(C2=CC=C(C=C2)Cl)C(Cl)Cl)Cl. Cell line: EKVX. Synergy scores: CSS=11.2, Synergy_ZIP=-0.0488, Synergy_Bliss=4.03, Synergy_Loewe=-2.87, Synergy_HSA=2.84. (10) Drug 1: CCC1=CC2CC(C3=C(CN(C2)C1)C4=CC=CC=C4N3)(C5=C(C=C6C(=C5)C78CCN9C7C(C=CC9)(C(C(C8N6C)(C(=O)OC)O)OC(=O)C)CC)OC)C(=O)OC.C(C(C(=O)O)O)(C(=O)O)O. Drug 2: C1C(C(OC1N2C=NC3=C(N=C(N=C32)Cl)N)CO)O. Cell line: NCI-H522. Synergy scores: CSS=58.1, Synergy_ZIP=-3.04, Synergy_Bliss=-2.31, Synergy_Loewe=-4.01, Synergy_HSA=-0.627.